The task is: Regression. Given a peptide amino acid sequence and an MHC pseudo amino acid sequence, predict their binding affinity value. This is MHC class II binding data.. This data is from Peptide-MHC class II binding affinity with 134,281 pairs from IEDB. (1) The peptide sequence is KKLALSLASVAMCRTPF. The MHC is DRB3_0301 with pseudo-sequence DRB3_0301. The binding affinity (normalized) is 0.936. (2) The peptide sequence is KLNHYSFGDVKGELIDQLGV. The MHC is DRB1_0101 with pseudo-sequence DRB1_0101. The binding affinity (normalized) is 0.642. (3) The peptide sequence is SGNLVMFQMQDHQLI. The MHC is HLA-DQA10102-DQB10602 with pseudo-sequence HLA-DQA10102-DQB10602. The binding affinity (normalized) is 0.359. (4) The peptide sequence is SQDLELSWWLNGLQAY. The MHC is HLA-DQA10101-DQB10501 with pseudo-sequence HLA-DQA10101-DQB10501. The binding affinity (normalized) is 0.595. (5) The MHC is HLA-DPA10103-DPB10201 with pseudo-sequence HLA-DPA10103-DPB10201. The binding affinity (normalized) is 0.167. The peptide sequence is NQAFRNIVNMLHGVR. (6) The MHC is H-2-IAd with pseudo-sequence H-2-IAd. The binding affinity (normalized) is 0.503. The peptide sequence is INQRMMMLALLSLDR. (7) The peptide sequence is INELIASGSEKLASV. The MHC is DRB3_0101 with pseudo-sequence DRB3_0101. The binding affinity (normalized) is 0.240.